Dataset: Full USPTO retrosynthesis dataset with 1.9M reactions from patents (1976-2016). Task: Predict the reactants needed to synthesize the given product. Given the product [I:1][C:2]1[C:10]2[C:5](=[N:6][CH:7]=[C:8]([C:11]3[CH:12]=[N:13][N:14]([CH:16]4[CH2:17][CH2:18][N:19]([C:22]([O:24][C:25]([CH3:28])([CH3:27])[CH3:26])=[O:23])[CH2:20][CH2:21]4)[CH:15]=3)[CH:9]=2)[N:4]([S:35]([C:32]2[CH:33]=[CH:34][C:29]([CH3:39])=[CH:30][CH:31]=2)(=[O:37])=[O:36])[CH:3]=1, predict the reactants needed to synthesize it. The reactants are: [I:1][C:2]1[C:10]2[C:5](=[N:6][CH:7]=[C:8]([C:11]3[CH:12]=[N:13][N:14]([CH:16]4[CH2:21][CH2:20][N:19]([C:22]([O:24][C:25]([CH3:28])([CH3:27])[CH3:26])=[O:23])[CH2:18][CH2:17]4)[CH:15]=3)[CH:9]=2)[NH:4][CH:3]=1.[C:29]1([CH3:39])[CH:34]=[CH:33][C:32]([S:35](Cl)(=[O:37])=[O:36])=[CH:31][CH:30]=1.[H-].[Na+].